Dataset: Forward reaction prediction with 1.9M reactions from USPTO patents (1976-2016). Task: Predict the product of the given reaction. (1) Given the reactants [N+]([C:4]1[CH:14]=[CH:13][C:7]2[NH:8][S:9](=[O:12])(=[O:11])[O:10][C:6]=2[CH:5]=1)([O-])=O.[CH3:15]O, predict the reaction product. The product is: [CH3:15][C:4]1[CH:14]=[CH:13][C:7]2[NH:8][S:9](=[O:12])(=[O:11])[O:10][C:6]=2[CH:5]=1. (2) Given the reactants [H-].[Na+].[CH3:3][O:4][C:5]1[CH:17]=[C:16]([O:18][CH3:19])[CH:15]=[CH:14][C:6]=1[CH2:7][NH:8][C:9]1[S:10][CH:11]=[CH:12][N:13]=1.Cl[S:21]([C:24]1[CH:25]=[C:26]([CH:31]=[CH:32][CH:33]=1)[C:27]([O:29][CH3:30])=[O:28])(=[O:23])=[O:22].O, predict the reaction product. The product is: [CH3:3][O:4][C:5]1[CH:17]=[C:16]([O:18][CH3:19])[CH:15]=[CH:14][C:6]=1[CH2:7][N:8]([C:9]1[S:10][CH:11]=[CH:12][N:13]=1)[S:21]([C:24]1[CH:25]=[C:26]([CH:31]=[CH:32][CH:33]=1)[C:27]([O:29][CH3:30])=[O:28])(=[O:23])=[O:22]. (3) Given the reactants [CH3:1][O:2][C:3]1[CH:4]=[C:5]2[C:13](=O)[C:12]([C:15]3[CH:16]=[CH:17][C:18]([OH:21])=[CH:19][CH:20]=3)=[CH:11][O:10][C:6]2=[CH:7][C:8]=1[OH:9], predict the reaction product. The product is: [OH:9][C:8]1[CH:7]=[C:6]2[C:5]([CH2:13][CH:12]([C:15]3[CH:16]=[CH:17][C:18]([OH:21])=[CH:19][CH:20]=3)[CH2:11][O:10]2)=[CH:4][C:3]=1[O:2][CH3:1]. (4) Given the reactants [N+]([O-])(O)=O.[CH3:5][C:6]1[CH:11]=[CH:10][C:9]([N+:12]([O-:14])=[O:13])=[CH:8][C:7]=1[NH:15][C:16]([NH2:18])=[NH:17].[OH-].[Na+], predict the reaction product. The product is: [CH3:5][C:6]1[CH:11]=[CH:10][C:9]([N+:12]([O-:14])=[O:13])=[CH:8][C:7]=1[NH:15][C:16]([NH2:18])=[NH:17]. (5) Given the reactants Cl[CH2:2][C:3]([N:5]1[C:18]2[CH:17]=[C:16]([Cl:19])[CH:15]=[CH:14][C:13]=2[S:12][C:11]2[C:6]1=[CH:7][CH:8]=[CH:9][CH:10]=2)=[O:4].[N-:20]=[N+:21]=[N-:22].[Na+], predict the reaction product. The product is: [N:20]([CH2:2][C:3]([N:5]1[C:18]2[CH:17]=[C:16]([Cl:19])[CH:15]=[CH:14][C:13]=2[S:12][C:11]2[C:6]1=[CH:7][CH:8]=[CH:9][CH:10]=2)=[O:4])=[N+:21]=[N-:22]. (6) Given the reactants [CH3:1][O:2][C:3]1[CH:4]=[C:5]2[C:10](=[CH:11][C:12]=1[O:13][CH3:14])[N:9]=[CH:8][N:7]=[C:6]2[O:15][C:16]1[CH:17]=[C:18]2[C:23](=[CH:24][CH:25]=1)[C:22]([C:26]([OH:28])=O)=[CH:21][CH:20]=[CH:19]2.[Cl:29][C:30]1[CH:35]=[CH:34][C:33]([NH2:36])=[C:32]([NH2:37])[CH:31]=1, predict the reaction product. The product is: [NH2:37][C:32]1[CH:31]=[C:30]([Cl:29])[CH:35]=[CH:34][C:33]=1[NH:36][C:26]([C:22]1[C:23]2[C:24](=[CH:25][C:16]([O:15][C:6]3[C:5]4[C:10](=[CH:11][C:12]([O:13][CH3:14])=[C:3]([O:2][CH3:1])[CH:4]=4)[N:9]=[CH:8][N:7]=3)=[CH:17][CH:18]=2)[CH:19]=[CH:20][CH:21]=1)=[O:28].